This data is from hERG potassium channel inhibition data for cardiac toxicity prediction from Karim et al.. The task is: Regression/Classification. Given a drug SMILES string, predict its toxicity properties. Task type varies by dataset: regression for continuous values (e.g., LD50, hERG inhibition percentage) or binary classification for toxic/non-toxic outcomes (e.g., AMES mutagenicity, cardiotoxicity, hepatotoxicity). Dataset: herg_karim. (1) The molecule is COc1nccnc1CC1=C(CCN(C)C)Cc2ccccc21. The result is 1 (blocker). (2) The result is 1 (blocker). The compound is CC1COCC(C)N1S(=O)(=O)c1ccc(-c2ccc(CCN3CCC[C@H]3C)cc2)cc1. (3) The molecule is Cc1ncoc1-c1nnc(SCCCN2C[C@H]3C[C@@]3(c3ccc(F)cc3)C2)n1C. The result is 1 (blocker).